Task: Predict the product of the given reaction.. Dataset: Forward reaction prediction with 1.9M reactions from USPTO patents (1976-2016) (1) Given the reactants [N+:1]([CH:4]=[CH:5][C:6]1[CH:11]=[CH:10][CH:9]=[CH:8][C:7]=1[C:12]([F:15])([F:14])[F:13])([O-])=O.[H-].[Al+3].[Li+].[H-].[H-].[H-], predict the reaction product. The product is: [F:13][C:12]([F:14])([F:15])[C:7]1[CH:8]=[CH:9][CH:10]=[CH:11][C:6]=1[CH2:5][CH2:4][NH2:1]. (2) Given the reactants [F:1][C:2]1[C:11]2[C:6](=[CH:7][CH:8]=[CH:9][CH:10]=2)[C:5]([C:12]([OH:14])=O)=[CH:4][CH:3]=1.C(Cl)(=O)C(Cl)=O.Cl.[F:22][C:23]1[CH:28]=[CH:27][C:26]([CH:29]([OH:43])[CH:30]([NH2:42])[CH2:31][C:32]2[CH:37]=[CH:36][C:35]([C:38]([F:41])([F:40])[F:39])=[CH:34][CH:33]=2)=[CH:25][CH:24]=1.C(=O)([O-])O.[Na+], predict the reaction product. The product is: [F:1][C:2]1[C:11]2[C:6](=[CH:7][CH:8]=[CH:9][CH:10]=2)[C:5]([C:12]([NH:42][CH:30]([CH2:31][C:32]2[CH:37]=[CH:36][C:35]([C:38]([F:41])([F:39])[F:40])=[CH:34][CH:33]=2)[CH:29]([C:26]2[CH:27]=[CH:28][C:23]([F:22])=[CH:24][CH:25]=2)[OH:43])=[O:14])=[CH:4][CH:3]=1. (3) Given the reactants [F:1][C:2]1[CH:7]=[N:6][C:5]([N:8]2[CH:12]=[CH:11][N:10]=[N:9]2)=[C:4]2[NH:13][CH:14]=[C:15]([C:16](=[O:20])[C:17]([OH:19])=O)[C:3]=12.[CH3:21][N:22]1[CH:26]=[CH:25][N:24]=[C:23]1[C:27]([C:35]1[CH:40]=[CH:39][CH:38]=[CH:37][CH:36]=1)([CH:29]1[CH2:34][CH2:33][NH:32][CH2:31][CH2:30]1)[OH:28].CN([P+](ON1N=NC2C=CC=CC1=2)(N(C)C)N(C)C)C.F[P-](F)(F)(F)(F)F.CCN(C(C)C)C(C)C, predict the reaction product. The product is: [F:1][C:2]1[CH:7]=[N:6][C:5]([N:8]2[CH:12]=[CH:11][N:10]=[N:9]2)=[C:4]2[NH:13][CH:14]=[C:15]([C:16](=[O:20])[C:17]([N:32]3[CH2:33][CH2:34][CH:29]([C:27]([OH:28])([C:23]4[N:22]([CH3:21])[CH:26]=[CH:25][N:24]=4)[C:35]4[CH:40]=[CH:39][CH:38]=[CH:37][CH:36]=4)[CH2:30][CH2:31]3)=[O:19])[C:3]=12.